From a dataset of Forward reaction prediction with 1.9M reactions from USPTO patents (1976-2016). Predict the product of the given reaction. (1) Given the reactants Br[C:2]1[N:7]=[CH:6][C:5]2[C:8]([C:14]([NH:16][CH:17]3[CH2:22][CH2:21][CH:20]([C:23]#[N:24])[CH2:19][CH2:18]3)=[O:15])=[CH:9][N:10]([CH:11]([CH3:13])[CH3:12])[C:4]=2[CH:3]=1.C1(P(C2C=CC=CC=2)C2C3OC4C(=CC=CC=4P(C4C=CC=CC=4)C4C=CC=CC=4)C(C)(C)C=3C=CC=2)C=CC=CC=1.C(=O)([O-])[O-].[Cs+].[Cs+].[CH:73]1([S:76]([N:79]2[CH:83]=[C:82]([C:84]3[N:89]=[C:88]([NH2:90])[CH:87]=[CH:86][N:85]=3)[CH:81]=[N:80]2)(=[O:78])=[O:77])[CH2:75][CH2:74]1, predict the reaction product. The product is: [C:23]([CH:20]1[CH2:21][CH2:22][CH:17]([NH:16][C:14]([C:8]2[C:5]3[CH:6]=[N:7][C:2]([NH:90][C:88]4[CH:87]=[CH:86][N:85]=[C:84]([C:82]5[CH:81]=[N:80][N:79]([S:76]([CH:73]6[CH2:75][CH2:74]6)(=[O:78])=[O:77])[CH:83]=5)[N:89]=4)=[CH:3][C:4]=3[N:10]([CH:11]([CH3:13])[CH3:12])[CH:9]=2)=[O:15])[CH2:18][CH2:19]1)#[N:24]. (2) Given the reactants [Br:1][C:2]1[C:3]([CH3:11])=[C:4]([CH:8]=[CH:9][CH:10]=1)[C:5]([OH:7])=[O:6].S(=O)(=O)(O)O.[CH3:17]O, predict the reaction product. The product is: [Br:1][C:2]1[C:3]([CH3:11])=[C:4]([CH:8]=[CH:9][CH:10]=1)[C:5]([O:7][CH3:17])=[O:6]. (3) Given the reactants [CH2:1]([O:3][C:4]1[CH:5]=[C:6]2[C:11](=[C:12]3[CH2:16][C:15]([CH3:18])([CH3:17])[O:14][C:13]=13)[C:10]([C:19]1[CH:20]=[C:21]([CH:26]=[CH:27][CH:28]=1)[C:22]([NH:24][CH3:25])=[O:23])=[N:9][C:8]([CH3:30])([CH3:29])[CH:7]2[OH:31])[CH3:2], predict the reaction product. The product is: [CH2:1]([O:3][C:4]1[CH:5]=[C:6]2[C:11](=[C:12]3[CH2:16][C:15]([CH3:18])([CH3:17])[O:14][C:13]=13)[C:10]([C:19]1[CH:20]=[C:21]([CH:26]=[CH:27][CH:28]=1)[C:22]([NH:24][CH3:25])=[O:23])=[N:9][C:8]([CH3:30])([CH3:29])[C:7]2=[O:31])[CH3:2]. (4) Given the reactants [CH3:1][O:2][CH2:3][O:4][C:5]1[CH:10]=[CH:9][C:8]([N:11]2[CH2:16][CH2:15][N:14]([C:17]3[CH:22]=[CH:21][C:20]([N:23]4[C:27](=[O:28])[NH:26][N:25]=[CH:24]4)=[CH:19][CH:18]=3)[CH2:13][CH2:12]2)=[CH:7][CH:6]=1.C[C:30]1[CH:35]=[CH:34][C:33](S(OCCC#CCC)(=O)=O)=[CH:32][CH:31]=1.C([O-])([O-])=O.[K+].[K+].C1OCCOCCOCCOCCOCCOC1, predict the reaction product. The product is: [CH2:34]([N:26]1[C:27](=[O:28])[N:23]([C:20]2[CH:21]=[CH:22][C:17]([N:14]3[CH2:13][CH2:12][N:11]([C:8]4[CH:9]=[CH:10][C:5]([O:4][CH2:3][O:2][CH3:1])=[CH:6][CH:7]=4)[CH2:16][CH2:15]3)=[CH:18][CH:19]=2)[CH:24]=[N:25]1)[CH2:35][C:30]#[C:31][CH2:32][CH3:33]. (5) Given the reactants [Cl-].[Al+3].[Cl-].[Cl-].[C:5](Cl)(=[O:10])[CH2:6][CH2:7][CH2:8][CH3:9].[Br:12][C:13]1[S:14][CH:15]=[CH:16][CH:17]=1, predict the reaction product. The product is: [Br:12][C:13]1[S:14][C:15]([C:5](=[O:10])[CH2:6][CH2:7][CH2:8][CH3:9])=[CH:16][CH:17]=1. (6) Given the reactants [H-].[Na+].Cl[C:4]1[CH:9]=[C:8](Cl)[N:7]=[CH:6][N:5]=1.[CH2:11]([OH:15])[C:12]#[C:13][CH3:14].[Cl-].[NH4+].[CH3:18][CH:19]([CH3:22])[CH2:20][OH:21], predict the reaction product. The product is: [CH2:11]([O:15][C:4]1[CH:9]=[C:8]([O:21][CH2:20][CH:19]([CH3:22])[CH3:18])[N:7]=[CH:6][N:5]=1)[C:12]#[C:13][CH3:14]. (7) Given the reactants Cl[C:2]1[C:3]2[NH:10][CH:9]=[CH:8][C:4]=2[N:5]=[CH:6][N:7]=1.C(=O)([O-])[O-].[Cs+].[Cs+].[O:17]([C:24]1[CH:29]=[CH:28][C:27]([OH:30])=[CH:26][CH:25]=1)[C:18]1[CH:23]=[CH:22][CH:21]=[CH:20][CH:19]=1, predict the reaction product. The product is: [O:17]([C:24]1[CH:25]=[CH:26][C:27]([O:30][C:2]2[C:3]3[NH:10][CH:9]=[CH:8][C:4]=3[N:5]=[CH:6][N:7]=2)=[CH:28][CH:29]=1)[C:18]1[CH:19]=[CH:20][CH:21]=[CH:22][CH:23]=1.